Predict the product of the given reaction. From a dataset of Forward reaction prediction with 1.9M reactions from USPTO patents (1976-2016). (1) Given the reactants [CH3:1][O:2][C:3](=[O:20])[C@H:4]([C@H:13]1[CH2:18][CH2:17][C@H:16]([NH2:19])[CH2:15][CH2:14]1)[NH:5]C(OC(C)(C)C)=O.C(=O)([O-])[O-].[K+].[K+].Br[CH2:28][C:29]1[CH:34]=[CH:33][CH:32]=[CH:31][C:30]=1[S:35](Cl)(=[O:37])=[O:36], predict the reaction product. The product is: [CH3:1][O:2][C:3](=[O:20])[C@@H:4]([NH2:5])[C@H:13]1[CH2:14][CH2:15][C@H:16]([N:19]2[CH2:28][C:29]3[CH:34]=[CH:33][CH:32]=[CH:31][C:30]=3[S:35]2(=[O:37])=[O:36])[CH2:17][CH2:18]1. (2) Given the reactants [OH:1][C:2]1[C:17]([CH:18]=O)=[C:6]2[CH:7]=[C:8]([C:10]3[CH:15]=[CH:14][C:13]([OH:16])=[CH:12][CH:11]=3)[O:9][C:5]2=[C:4]([O:20][CH3:21])[CH:3]=1.[NH2:22][OH:23].Cl, predict the reaction product. The product is: [OH:1][C:2]1[C:17]([CH:18]=[N:22][OH:23])=[C:6]2[CH:7]=[C:8]([C:10]3[CH:15]=[CH:14][C:13]([OH:16])=[CH:12][CH:11]=3)[O:9][C:5]2=[C:4]([O:20][CH3:21])[CH:3]=1.